From a dataset of NCI-60 drug combinations with 297,098 pairs across 59 cell lines. Regression. Given two drug SMILES strings and cell line genomic features, predict the synergy score measuring deviation from expected non-interaction effect. (1) Drug 1: CC1C(C(CC(O1)OC2CC(CC3=C2C(=C4C(=C3O)C(=O)C5=C(C4=O)C(=CC=C5)OC)O)(C(=O)CO)O)N)O.Cl. Drug 2: C1CC(=O)NC(=O)C1N2CC3=C(C2=O)C=CC=C3N. Cell line: NCI-H322M. Synergy scores: CSS=-2.89, Synergy_ZIP=1.33, Synergy_Bliss=0.370, Synergy_Loewe=-1.52, Synergy_HSA=-1.57. (2) Drug 1: C1CN(CCN1C(=O)CCBr)C(=O)CCBr. Drug 2: B(C(CC(C)C)NC(=O)C(CC1=CC=CC=C1)NC(=O)C2=NC=CN=C2)(O)O. Cell line: NCI-H522. Synergy scores: CSS=70.4, Synergy_ZIP=-5.53, Synergy_Bliss=-0.391, Synergy_Loewe=-28.1, Synergy_HSA=-1.18. (3) Drug 1: CC(C1=C(C=CC(=C1Cl)F)Cl)OC2=C(N=CC(=C2)C3=CN(N=C3)C4CCNCC4)N. Drug 2: CC1CCCC2(C(O2)CC(NC(=O)CC(C(C(=O)C(C1O)C)(C)C)O)C(=CC3=CSC(=N3)C)C)C. Cell line: RPMI-8226. Synergy scores: CSS=7.23, Synergy_ZIP=3.78, Synergy_Bliss=7.23, Synergy_Loewe=-5.37, Synergy_HSA=-0.303. (4) Drug 1: CC1=C(N=C(N=C1N)C(CC(=O)N)NCC(C(=O)N)N)C(=O)NC(C(C2=CN=CN2)OC3C(C(C(C(O3)CO)O)O)OC4C(C(C(C(O4)CO)O)OC(=O)N)O)C(=O)NC(C)C(C(C)C(=O)NC(C(C)O)C(=O)NCCC5=NC(=CS5)C6=NC(=CS6)C(=O)NCCC[S+](C)C)O. Drug 2: C1C(C(OC1N2C=NC(=NC2=O)N)CO)O. Cell line: HOP-92. Synergy scores: CSS=17.3, Synergy_ZIP=-6.10, Synergy_Bliss=0.731, Synergy_Loewe=-9.31, Synergy_HSA=-0.358. (5) Drug 1: CCN(CC)CCCC(C)NC1=C2C=C(C=CC2=NC3=C1C=CC(=C3)Cl)OC. Drug 2: CC12CCC3C(C1CCC2OP(=O)(O)O)CCC4=C3C=CC(=C4)OC(=O)N(CCCl)CCCl.[Na+]. Cell line: HL-60(TB). Synergy scores: CSS=18.5, Synergy_ZIP=-7.45, Synergy_Bliss=-6.31, Synergy_Loewe=-8.09, Synergy_HSA=-5.45. (6) Drug 1: C1CC(C1)(C(=O)O)C(=O)O.[NH2-].[NH2-].[Pt+2]. Drug 2: CC1=C(C=C(C=C1)C(=O)NC2=CC(=CC(=C2)C(F)(F)F)N3C=C(N=C3)C)NC4=NC=CC(=N4)C5=CN=CC=C5. Cell line: TK-10. Synergy scores: CSS=0.694, Synergy_ZIP=-2.08, Synergy_Bliss=-2.79, Synergy_Loewe=-3.26, Synergy_HSA=-3.25. (7) Drug 1: CN1C2=C(C=C(C=C2)N(CCCl)CCCl)N=C1CCCC(=O)O.Cl. Drug 2: C1=NNC2=C1C(=O)NC=N2. Cell line: SNB-75. Synergy scores: CSS=1.64, Synergy_ZIP=1.82, Synergy_Bliss=4.58, Synergy_Loewe=1.24, Synergy_HSA=1.70.